Dataset: Forward reaction prediction with 1.9M reactions from USPTO patents (1976-2016). Task: Predict the product of the given reaction. Given the reactants [SH:1][CH2:2][CH2:3][CH2:4][Si:5]([O:10][CH3:11])([O:8][CH3:9])[O:6][CH3:7].[H-].[Na+].[C:14](=[S:16])=[S:15].Cl[CH2:18][C:19]#[N:20], predict the reaction product. The product is: [C:14](=[S:1])([SH:16])[SH:15].[C:14](=[S:16])([S:1][CH2:2][CH2:3][CH2:4][Si:5]([O:10][CH3:11])([O:6][CH3:7])[O:8][CH3:9])[S:15][CH2:18][C:19]#[N:20].